Dataset: Reaction yield outcomes from USPTO patents with 853,638 reactions. Task: Predict the reaction yield, written as a fraction of the theoretical maximum amount of product (1.0 means a 100% yield; for example, 0.34 means a 34% yield). (1) The reactants are [Cl:1][CH2:2][CH2:3][CH2:4][O:5][C:6]1[CH:14]=[CH:13][C:9]([C:10]([NH2:12])=[O:11])=[CH:8][CH:7]=1.Br[CH2:16][C:17](=O)[C:18]([O:20][CH2:21][CH3:22])=[O:19]. The catalyst is C(#N)CC. The product is [Cl:1][CH2:2][CH2:3][CH2:4][O:5][C:6]1[CH:14]=[CH:13][C:9]([C:10]2[O:11][CH:16]=[C:17]([C:18]([O:20][CH2:21][CH3:22])=[O:19])[N:12]=2)=[CH:8][CH:7]=1. The yield is 0.410. (2) The reactants are [F:1][C:2]1[CH:7]=[C:6]([C:8]2[N:13]=[CH:12][C:11]3[C:14]([I:23])=[N:15][N:16]([CH:17]4[CH2:22][CH2:21][CH2:20][CH2:19][O:18]4)[C:10]=3[CH:9]=2)[C:5]([CH2:24][C:25]([F:28])([F:27])[F:26])=[CH:4][C:3]=1[OH:29].[CH2:30](Br)[C:31]1[CH:36]=[CH:35][CH:34]=[CH:33][CH:32]=1.C(=O)([O-])[O-].[K+].[K+]. The catalyst is CC(C)=O. The product is [CH2:30]([O:29][C:3]1[C:2]([F:1])=[CH:7][C:6]([C:8]2[N:13]=[CH:12][C:11]3[C:14]([I:23])=[N:15][N:16]([CH:17]4[CH2:22][CH2:21][CH2:20][CH2:19][O:18]4)[C:10]=3[CH:9]=2)=[C:5]([CH2:24][C:25]([F:27])([F:26])[F:28])[CH:4]=1)[C:31]1[CH:36]=[CH:35][CH:34]=[CH:33][CH:32]=1. The yield is 0.900. (3) The reactants are [CH2:1]([O:8][C:9]1[CH:18]=[C:17]2[C:12]([C:13](=O)[NH:14][CH:15]=[N:16]2)=[CH:11][CH:10]=1)[C:2]1[CH:7]=[CH:6][CH:5]=[CH:4][CH:3]=1.S(Cl)([Cl:22])=O. The catalyst is CN(C=O)C. The product is [ClH:22].[CH2:1]([O:8][C:9]1[CH:18]=[C:17]2[C:12]([C:13]([Cl:22])=[N:14][CH:15]=[N:16]2)=[CH:11][CH:10]=1)[C:2]1[CH:7]=[CH:6][CH:5]=[CH:4][CH:3]=1. The yield is 0.860. (4) The reactants are [CH3:1][C:2]1[CH:3]=[C:4]([OH:17])[CH:5]=[CH:6][C:7]=1[CH2:8][CH2:9][CH2:10][CH2:11][N:12]1[CH:16]=[CH:15][N:14]=[N:13]1.[H-].[Na+].Cl[CH2:21][C:22]1[CH:27]=[CH:26][CH:25]=[C:24]([C:28]2[CH:33]=[CH:32][CH:31]=[C:30]([Cl:34])[CH:29]=2)[N:23]=1.O. The catalyst is CN(C)C=O. The product is [Cl:34][C:30]1[CH:29]=[C:28]([C:24]2[CH:25]=[CH:26][CH:27]=[C:22]([CH2:21][O:17][C:4]3[CH:5]=[CH:6][C:7]([CH2:8][CH2:9][CH2:10][CH2:11][N:12]4[CH:16]=[CH:15][N:14]=[N:13]4)=[C:2]([CH3:1])[CH:3]=3)[N:23]=2)[CH:33]=[CH:32][CH:31]=1. The yield is 0.830. (5) The reactants are [H-].[Na+].[Br:3][C:4]1[S:5][C:6]2[CH2:7][C:8]3[C:14]([C:15]4[CH:20]=[CH:19][C:18]([O:21][CH3:22])=[CH:17][CH:16]=4)=[N:13][NH:12][C:9]=3[C:10]=2[CH:11]=1.[CH3:23][Si:24]([CH2:27][CH2:28][O:29][CH2:30]Cl)([CH3:26])[CH3:25]. The catalyst is C1COCC1. The product is [Br:3][C:4]1[S:5][C:6]2[CH2:7][C:8]3[C:14]([C:15]4[CH:20]=[CH:19][C:18]([O:21][CH3:22])=[CH:17][CH:16]=4)=[N:13][N:12]([CH2:30][O:29][CH2:28][CH2:27][Si:24]([CH3:26])([CH3:25])[CH3:23])[C:9]=3[C:10]=2[CH:11]=1. The yield is 0.750. (6) The reactants are [Si]([O:8]CC1C=CC(C(F)(F)F)=CN=1)(C(C)(C)C)(C)C.[Si:20]([O:27][CH2:28][C:29]1[CH:34]=[CH:33][C:32]([Cl:35])=[CH:31][N:30]=1)([C:23]([CH3:26])([CH3:25])[CH3:24])([CH3:22])[CH3:21]. No catalyst specified. The product is [Si:20]([O:27][CH2:28][C:29]1[CH:34]=[CH:33][C:32]([Cl:35])=[CH:31][N+:30]=1[O-:8])([C:23]([CH3:26])([CH3:25])[CH3:24])([CH3:22])[CH3:21]. The yield is 0.930. (7) The reactants are C[O:2][C:3](=[O:44])[CH2:4][C@H:5]([OH:43])[CH2:6][C@H:7]([OH:42])[CH2:8][CH2:9][C:10]1[N:11]([CH:39]([CH3:41])[CH3:40])[C:12]([C:29](=[O:38])[NH:30][C:31]2[CH:36]=[CH:35][CH:34]=[C:33]([Cl:37])[CH:32]=2)=[C:13]([C:22]2[CH:27]=[CH:26][C:25]([F:28])=[CH:24][CH:23]=2)[C:14]=1[C:15]1[CH:20]=[CH:19][C:18]([F:21])=[CH:17][CH:16]=1.C(O)C.O.[OH-].[Na+:50]. The catalyst is CO.C(Cl)Cl. The product is [Na+:50].[Cl:37][C:33]1[CH:32]=[C:31]([NH:30][C:29]([C:12]2[N:11]([CH:39]([CH3:40])[CH3:41])[C:10]([CH2:9][CH2:8][C@@H:7]([OH:42])[CH2:6][C@@H:5]([OH:43])[CH2:4][C:3]([O-:44])=[O:2])=[C:14]([C:15]3[CH:16]=[CH:17][C:18]([F:21])=[CH:19][CH:20]=3)[C:13]=2[C:22]2[CH:27]=[CH:26][C:25]([F:28])=[CH:24][CH:23]=2)=[O:38])[CH:36]=[CH:35][CH:34]=1. The yield is 1.00. (8) The reactants are [CH2:1]([O:3][C:4](=[O:20])[C:5]1[CH:10]=[CH:9][C:8]([O:11][C:12]2[CH:17]=[CH:16][C:15]([CH:18]=O)=[CH:14][CH:13]=2)=[N:7][CH:6]=1)[CH3:2].COC(OC)OC.[CH2:28]([NH2:36])[CH2:29][C:30]1[CH:35]=[CH:34][CH:33]=[CH:32][CH:31]=1.[BH4-].[Na+]. The catalyst is CO. The product is [CH2:1]([O:3][C:4](=[O:20])[C:5]1[CH:10]=[CH:9][C:8]([O:11][C:12]2[CH:17]=[CH:16][C:15]([CH2:18][NH:36][CH2:28][CH2:29][C:30]3[CH:35]=[CH:34][CH:33]=[CH:32][CH:31]=3)=[CH:14][CH:13]=2)=[N:7][CH:6]=1)[CH3:2]. The yield is 0.990. (9) The yield is 0.540. The product is [C:1]([C:3]1[C:11]2[C:6](=[CH:7][C:8]([OH:12])=[CH:9][CH:10]=2)[N:5]([CH2:14][CH3:15])[C:4]=1[C:16]#[C:17][C:18]1[CH:19]=[CH:20][C:21]([NH:24][C:25]([CH:27]2[CH2:28][CH2:29]2)=[O:26])=[CH:22][CH:23]=1)#[N:2]. The reactants are [C:1]([C:3]1[C:11]2[C:6](=[CH:7][C:8]([O:12]C)=[CH:9][CH:10]=2)[N:5]([CH2:14][CH3:15])[C:4]=1[C:16]#[C:17][C:18]1[CH:23]=[CH:22][C:21]([NH:24][C:25]([CH:27]2[CH2:29][CH2:28]2)=[O:26])=[CH:20][CH:19]=1)#[N:2].B(Br)(Br)Br. No catalyst specified.